Dataset: Reaction yield outcomes from USPTO patents with 853,638 reactions. Task: Predict the reaction yield, written as a fraction of the theoretical maximum amount of product (1.0 means a 100% yield; for example, 0.34 means a 34% yield). (1) The reactants are Br[C:2]1[N:10]=[CH:9][C:8]2[NH:7][C:6]3[N:11]=[CH:12][C:13]([C:15]4[CH:20]=[CH:19][C:18]([CH2:21][N:22]5[CH2:27][CH2:26][CH2:25][CH2:24][CH2:23]5)=[CH:17][CH:16]=4)=[CH:14][C:5]=3[C:4]=2[CH:3]=1.CNCCNC.[I-:34].[Na+]. The catalyst is O1CCOCC1.ClCCl.[Cu]I. The product is [I:34][C:2]1[N:10]=[CH:9][C:8]2[NH:7][C:6]3[N:11]=[CH:12][C:13]([C:15]4[CH:20]=[CH:19][C:18]([CH2:21][N:22]5[CH2:27][CH2:26][CH2:25][CH2:24][CH2:23]5)=[CH:17][CH:16]=4)=[CH:14][C:5]=3[C:4]=2[CH:3]=1. The yield is 1.00. (2) The reactants are Br[C:2]1[C:3](=[O:10])[N:4]([CH3:9])[CH:5]=[C:6]([Br:8])[CH:7]=1.[NH2:11][C:12]1[CH:21]=[C:20]2[C:15]([CH2:16][CH2:17][N:18]([C:22]([O:24][C:25]([CH3:28])([CH3:27])[CH3:26])=[O:23])[CH2:19]2)=[CH:14][N:13]=1.C(=O)([O-])[O-].[Cs+].[Cs+]. The catalyst is C1C=CC(/C=C/C(/C=C/C2C=CC=CC=2)=O)=CC=1.C1C=CC(/C=C/C(/C=C/C2C=CC=CC=2)=O)=CC=1.C1C=CC(/C=C/C(/C=C/C2C=CC=CC=2)=O)=CC=1.[Pd].[Pd].CC1(C)C2C(=C(P(C3C=CC=CC=3)C3C=CC=CC=3)C=CC=2)OC2C(P(C3C=CC=CC=3)C3C=CC=CC=3)=CC=CC1=2.O1CCOCC1. The product is [Br:8][C:6]1[CH:7]=[C:2]([NH:11][C:12]2[CH:21]=[C:20]3[C:15]([CH2:16][CH2:17][N:18]([C:22]([O:24][C:25]([CH3:28])([CH3:27])[CH3:26])=[O:23])[CH2:19]3)=[CH:14][N:13]=2)[C:3](=[O:10])[N:4]([CH3:9])[CH:5]=1. The yield is 0.960. (3) The reactants are [NH2:1][C:2]1[CH:3]=[CH:4][CH:5]=[C:6]2[C:11]=1[N:10]=[CH:9][CH:8]=[CH:7]2.[N:12]1[C:21]2[C:16](=[CH:17][CH:18]=[CH:19][CH:20]=2)[CH:15]=[C:14]([S:22](Cl)(=[O:24])=[O:23])[CH:13]=1. The catalyst is CN(C1C=CN=CC=1)C. The product is [N:10]1[C:11]2[C:6](=[CH:5][CH:4]=[CH:3][C:2]=2[NH:1][S:22]([C:14]2[CH:13]=[N:12][C:21]3[C:16]([CH:15]=2)=[CH:17][CH:18]=[CH:19][CH:20]=3)(=[O:23])=[O:24])[CH:7]=[CH:8][CH:9]=1. The yield is 0.210.